This data is from Peptide-MHC class I binding affinity with 185,985 pairs from IEDB/IMGT. The task is: Regression. Given a peptide amino acid sequence and an MHC pseudo amino acid sequence, predict their binding affinity value. This is MHC class I binding data. The peptide sequence is CPFCANKLM. The MHC is HLA-B51:01 with pseudo-sequence HLA-B51:01. The binding affinity (normalized) is 0.303.